From a dataset of Forward reaction prediction with 1.9M reactions from USPTO patents (1976-2016). Predict the product of the given reaction. (1) Given the reactants FC(F)(F)C(O)=O.[F:8][C:9]1[CH:10]=[C:11]([CH:14]=[CH:15][C:16]=1[NH:17]CC1C=CC(OC)=CC=1)[C:12]#[N:13].C(=O)([O-])O.[Na+], predict the reaction product. The product is: [NH2:17][C:16]1[CH:15]=[CH:14][C:11]([C:12]#[N:13])=[CH:10][C:9]=1[F:8]. (2) Given the reactants C[O:2][C:3](=[O:24])[CH2:4][C@@H:5]1[C:17]2[NH:16][C:15]3[C:10](=[CH:11][C:12]([F:22])=[CH:13][C:14]=3[S:18]([CH3:21])(=[O:20])=[O:19])[C:9]=2[C:8](=[O:23])[CH2:7][CH2:6]1.[F:25][C:26]([F:37])([F:36])[C:27]1[CH:32]=[CH:31][C:30]([C@H:33](O)[CH3:34])=[CH:29][CH:28]=1, predict the reaction product. The product is: [F:22][C:12]1[CH:11]=[C:10]2[C:15](=[C:14]([S:18]([CH3:21])(=[O:19])=[O:20])[CH:13]=1)[N:16]([C@H:33]([C:30]1[CH:29]=[CH:28][C:27]([C:26]([F:25])([F:36])[F:37])=[CH:32][CH:31]=1)[CH3:34])[C:17]1[C@@H:5]([CH2:4][C:3]([OH:2])=[O:24])[CH2:6][CH2:7][C:8](=[O:23])[C:9]2=1.